This data is from Reaction yield outcomes from USPTO patents with 853,638 reactions. The task is: Predict the reaction yield, written as a fraction of the theoretical maximum amount of product (1.0 means a 100% yield; for example, 0.34 means a 34% yield). (1) The reactants are [CH3:1][O:2][C:3]1[CH:4]=[CH:5][C:6]2[O:10][C:9]([C:11]([OH:13])=O)=[CH:8][C:7]=2[CH:14]=1.[CH3:15][CH2:16][CH:17]([NH2:21])[CH2:18][CH2:19][CH3:20]. No catalyst specified. The product is [CH3:15][CH2:16][CH:17]([NH:21][C:11]([C:9]1[O:10][C:6]2[CH:5]=[CH:4][C:3]([O:2][CH3:1])=[CH:14][C:7]=2[CH:8]=1)=[O:13])[CH2:18][CH2:19][CH3:20]. The yield is 0.320. (2) The reactants are [CH2:1]([O:8][C:9]1[CH:10]=[C:11]([CH:31]=[CH:32][CH:33]=1)[CH2:12][O:13][C:14]1[C:19]2[CH:20]=[C:21]([C:23](=O)[CH2:24]Br)[O:22][C:18]=2[CH:17]=[C:16]([O:27][CH:28]([F:30])[F:29])[CH:15]=1)[C:2]1[CH:7]=[CH:6][CH:5]=[CH:4][CH:3]=1.[Br:34][C:35]1[S:39][C:38]([NH2:40])=[N:37][N:36]=1. The catalyst is CC(O)C. The product is [CH2:1]([O:8][C:9]1[CH:10]=[C:11]([CH:31]=[CH:32][CH:33]=1)[CH2:12][O:13][C:14]1[C:19]2[CH:20]=[C:21]([C:23]3[N:40]=[C:38]4[N:37]([CH:24]=3)[N:36]=[C:35]([Br:34])[S:39]4)[O:22][C:18]=2[CH:17]=[C:16]([O:27][CH:28]([F:30])[F:29])[CH:15]=1)[C:2]1[CH:7]=[CH:6][CH:5]=[CH:4][CH:3]=1. The yield is 0.510. (3) The reactants are [C:1]([NH:4][NH2:5])(N)=[NH:2].Cl.[CH:7]1([C:10]2[C:19]3[C:14](=[CH:15][CH:16]=[CH:17][CH:18]=3)[C:13]([N:20]=[C:21]=[S:22])=[CH:12][CH:11]=2)[CH2:9][CH2:8]1.C(N(C(C)C)CC)(C)C. The catalyst is CN(C=O)C. The product is [NH2:2][C:1]1[N:20]([C:13]2[C:14]3[C:19](=[CH:18][CH:17]=[CH:16][CH:15]=3)[C:10]([CH:7]3[CH2:9][CH2:8]3)=[CH:11][CH:12]=2)[C:21]([SH:22])=[N:5][N:4]=1. The yield is 0.490.